This data is from Forward reaction prediction with 1.9M reactions from USPTO patents (1976-2016). The task is: Predict the product of the given reaction. (1) Given the reactants [Cl:1][C:2]1[CH:11]=[CH:10][N:9]=[C:8]2[C:3]=1[C:4]1[CH:16]=[C:15]([C:17]([OH:19])=O)[CH:14]=[CH:13][C:5]=1[C:6](=[O:12])[NH:7]2.CCN(C(C)C)C(C)C.[CH:29]1[N:33]=[CH:32][N:31]([C:34](N2C=NC=C2)=O)[CH:30]=1.CN(C)CCN, predict the reaction product. The product is: [Cl:1][C:2]1[CH:11]=[CH:10][N:9]=[C:8]2[C:3]=1[C:4]1[CH:16]=[C:15]([C:17]([NH:33][CH2:29][CH2:30][N:31]([CH3:34])[CH3:32])=[O:19])[CH:14]=[CH:13][C:5]=1[C:6](=[O:12])[NH:7]2. (2) Given the reactants [C:1]([O:5][C:6]([N:8]1[CH:15]2[CH:11]([N:12]([C:19]([O:21][CH2:22][C:23]3[CH:28]=[CH:27][CH:26]=[CH:25][CH:24]=3)=[O:20])[CH2:13][CH:14]2[C:16]([OH:18])=O)[CH2:10][CH2:9]1)=[O:7])([CH3:4])([CH3:3])[CH3:2].CN(C(ON1N=NC2C=CC=NC1=2)=[N+](C)C)C.F[P-](F)(F)(F)(F)F.CN1CCOCC1.[NH2:60][C:61]1[C:70]2[C:65](=[CH:66][CH:67]=[CH:68][CH:69]=2)[CH:64]=[CH:63][CH:62]=1, predict the reaction product. The product is: [C:1]([O:5][C:6]([N:8]1[CH:15]2[CH:11]([N:12]([C:19]([O:21][CH2:22][C:23]3[CH:24]=[CH:25][CH:26]=[CH:27][CH:28]=3)=[O:20])[CH2:13][CH:14]2[C:16](=[O:18])[NH:60][C:61]2[C:70]3[C:65](=[CH:66][CH:67]=[CH:68][CH:69]=3)[CH:64]=[CH:63][CH:62]=2)[CH2:10][CH2:9]1)=[O:7])([CH3:2])([CH3:3])[CH3:4]. (3) Given the reactants [Cl:1][C:2]1[C:3]2[C:47]([F:48])=[CH:46][CH:45]=[C:44]([F:49])[C:4]=2[S:5][C:6]=1[C:7]([N:9]([CH2:25][C:26]1[CH:27]=[C:28]([C:34]2[CH:39]=[CH:38][C:37]([S:40](=[O:43])(=[O:42])[NH2:41])=[CH:36][CH:35]=2)[CH:29]=[CH:30][C:31]=1[O:32][CH3:33])[CH:10]1[CH2:15][CH2:14][CH:13]([N:16](C)[C:17](=O)OC(C)(C)C)[CH2:12][CH2:11]1)=[O:8].CC(OC)(C)C, predict the reaction product. The product is: [ClH:1].[CH3:33][O:32][C:31]1[CH:30]=[CH:29][C:28]([C:34]2[CH:39]=[CH:38][C:37]([S:40](=[O:43])(=[O:42])[NH2:41])=[CH:36][CH:35]=2)=[CH:27][C:26]=1[CH2:25][N:9]([CH:10]1[CH2:15][CH2:14][CH:13]([NH:16][CH3:17])[CH2:12][CH2:11]1)[C:7]([C:6]1[S:5][C:4]2[C:44]([F:49])=[CH:45][CH:46]=[C:47]([F:48])[C:3]=2[C:2]=1[Cl:1])=[O:8]. (4) Given the reactants [O:1]1[C:5]2[CH:6]=[CH:7][C:8]([C:10](=O)[CH3:11])=[CH:9][C:4]=2[O:3][CH2:2]1.[OH-].[NH4+:14], predict the reaction product. The product is: [O:1]1[C:5]2[CH:6]=[CH:7][C:8]([CH:10]([NH2:14])[CH3:11])=[CH:9][C:4]=2[O:3][CH2:2]1. (5) Given the reactants C(N(CC)[C:4]1[CH:26]=[CH:25][C:7]([C:8]([C:10]2[CH:24]=[CH:23][CH:22]=[CH:21][C:11]=2C(OCCCCCC)=O)=[O:9])=[C:6]([OH:27])[CH:5]=1)C.CC1C=CC(C=C2C3C(C)(C)C(C)(CC3)[C:37]2=[O:46])=CC=1, predict the reaction product. The product is: [CH3:37][O:46][C:4]1[CH:26]=[CH:25][C:7]([C:8]([C:10]2[CH:11]=[CH:21][CH:22]=[CH:23][CH:24]=2)=[O:9])=[C:6]([OH:27])[CH:5]=1. (6) Given the reactants C1COCC1.[CH2:6]([O:8][C:9]1[CH:14]=[CH:13][C:12]([C:15]2[CH:20]=[CH:19][C:18]([CH2:21][NH:22][CH2:23][C:24]3[N:28]([C:29]4[CH:34]=[CH:33][CH:32]=[CH:31][C:30]=4[F:35])[C:27](=[O:36])[N:26]([C:37]4[CH:42]=[CH:41][C:40]([C:43]([F:46])([F:45])[F:44])=[CH:39][CH:38]=4)[N:25]=3)=[CH:17][CH:16]=2)=[CH:11][C:10]=1[CH2:47][C:48]([O:50]C)=[O:49])[CH3:7].[OH-].[Li+].C(O)(=O)CC(CC(O)=O)(C(O)=O)O, predict the reaction product. The product is: [CH2:6]([O:8][C:9]1[CH:14]=[CH:13][C:12]([C:15]2[CH:20]=[CH:19][C:18]([CH2:21][NH:22][CH2:23][C:24]3[N:28]([C:29]4[CH:34]=[CH:33][CH:32]=[CH:31][C:30]=4[F:35])[C:27](=[O:36])[N:26]([C:37]4[CH:42]=[CH:41][C:40]([C:43]([F:45])([F:46])[F:44])=[CH:39][CH:38]=4)[N:25]=3)=[CH:17][CH:16]=2)=[CH:11][C:10]=1[CH2:47][C:48]([OH:50])=[O:49])[CH3:7]. (7) Given the reactants [CH3:1][C:2]1([CH3:11])[C@H:7]2[CH2:8][C@@H:3]1[CH2:4][CH2:5][C@H:6]2[CH2:9][SH:10].[OH-].[K+].Cl[CH:15]([CH3:19])[C:16]([OH:18])=[O:17].Cl, predict the reaction product. The product is: [CH3:1][C:2]1([CH3:11])[C@H:7]2[CH2:8][C@@H:3]1[CH2:4][CH2:5][C@H:6]2[CH2:9][S:10][CH:15]([CH3:19])[C:16]([OH:18])=[O:17]. (8) Given the reactants [N:1]1[CH:6]=[CH:5][CH:4]=[CH:3][C:2]=1[CH:7]=O.[F:9][C:10]([F:28])([F:27])[C:11]1[CH:20]=[C:19]([C:21]([F:24])([F:23])[F:22])[N:18]=[C:17]2[C:12]=1[CH:13]=[CH:14][C:15]([NH:25][NH2:26])=[N:16]2, predict the reaction product. The product is: [F:28][C:10]([F:9])([F:27])[C:11]1[CH:20]=[C:19]([C:21]([F:23])([F:24])[F:22])[N:18]=[C:17]2[C:12]=1[CH:13]=[CH:14][C:15]([NH:25][N:26]=[CH:7][C:2]1[CH:3]=[CH:4][CH:5]=[CH:6][N:1]=1)=[N:16]2. (9) Given the reactants [CH3:1][C:2]([C:8]1[N:12]([CH3:13])[C:11]([C:14]2[CH:19]=[CH:18][CH:17]=[CH:16][CH:15]=2)=[N:10][N:9]=1)([CH3:7])[CH2:3][CH2:4][CH2:5][OH:6].CC(OI1(OC(C)=O)(OC(C)=O)OC(=O)C2C=CC=CC1=2)=O.[O-]S([O-])(=S)=O.[Na+].[Na+], predict the reaction product. The product is: [CH3:7][C:2]([C:8]1[N:12]([CH3:13])[C:11]([C:14]2[CH:19]=[CH:18][CH:17]=[CH:16][CH:15]=2)=[N:10][N:9]=1)([CH3:1])[CH2:3][CH2:4][CH:5]=[O:6].